Task: Predict the reaction yield, written as a fraction of the theoretical maximum amount of product (1.0 means a 100% yield; for example, 0.34 means a 34% yield).. Dataset: Reaction yield outcomes from USPTO patents with 853,638 reactions (1) The reactants are [C:1]([O:7][C:8]([CH3:11])([CH3:10])[CH3:9])(=[O:6])[CH2:2][C:3]([CH3:5])=O.[F:12][C:13]1[CH:20]=[C:19]([Br:21])[CH:18]=[CH:17][C:14]=1[CH:15]=O.[NH4+:22].[OH-:23]. The catalyst is CCO.C(Cl)Cl. The product is [Br:21][C:19]1[CH:18]=[CH:17][C:14]([CH:15]2[C:2]([C:1]([O:7][C:8]([CH3:11])([CH3:10])[CH3:9])=[O:6])=[C:3]([CH3:5])[NH:22][C:3]([CH3:5])=[C:2]2[C:1]([O:7][C:8]([CH3:11])([CH3:10])[CH3:9])=[O:23])=[C:13]([F:12])[CH:20]=1. The yield is 0.280. (2) The reactants are [H-].[H-].[H-].[H-].[Li+].[Al+3].[CH3:7][C:8]1([CH3:22])[CH2:13][C:12]([CH3:15])([CH3:14])[CH2:11][C:10](=[CH:16][C:17](OCC)=[O:18])[CH2:9]1. The catalyst is CCOCC. The product is [CH3:7][C:8]1([CH3:22])[CH2:13][C:12]([CH3:14])([CH3:15])[CH2:11][C:10](=[CH:16][CH2:17][OH:18])[CH2:9]1. The yield is 0.890. (3) The reactants are Cl[C:2]1[N:7]=[C:6]([NH:8][CH:9]2[CH2:17][CH:16]3[N:12]([CH2:13][CH2:14][CH2:15]3)[C:11]([CH3:19])([CH3:18])[CH2:10]2)[C:5]([F:20])=[CH:4][N:3]=1.[O:21]1[CH2:25][CH2:24][C@H:23]([O:26][C:27]2[CH:32]=[CH:31][C:30]([NH2:33])=[CH:29][C:28]=2[N:34]2[C:38](=[O:39])[N:37]([CH3:40])[N:36]=[N:35]2)[CH2:22]1. The catalyst is CC(O)C. The product is [NH3:3].[CH3:22][OH:21].[O:21]1[CH2:25][CH2:24][C@H:23]([O:26][C:27]2[CH:32]=[CH:31][C:30]([NH:33][C:2]3[N:7]=[C:6]([NH:8][CH:9]4[CH2:17][CH:16]5[N:12]([CH2:13][CH2:14][CH2:15]5)[C:11]([CH3:19])([CH3:18])[CH2:10]4)[C:5]([F:20])=[CH:4][N:3]=3)=[CH:29][C:28]=2[N:34]2[C:38](=[O:39])[N:37]([CH3:40])[N:36]=[N:35]2)[CH2:22]1. The yield is 0.0100. (4) The reactants are [CH2:1]([C:3]([C:21]1[CH:26]=[CH:25][C:24]([OH:27])=[C:23]([CH3:28])[CH:22]=1)([C:6]1[CH:11]=[CH:10][C:9](/[CH:12]=[CH:13]/[C:14]2([OH:19])[CH2:18][CH2:17][CH2:16][CH2:15]2)=[C:8]([CH3:20])[CH:7]=1)[CH2:4][CH3:5])[CH3:2].C([O-])([O-])=O.[K+].[K+].[CH2:35]([O:37][C:38](=[O:45])[CH2:39][CH2:40][CH2:41][CH2:42][CH2:43]Br)[CH3:36].O. The catalyst is CN(C=O)C. The product is [CH2:35]([O:37][C:38](=[O:45])[CH2:39][CH2:40][CH2:41][CH2:42][CH2:43][O:27][C:24]1[CH:25]=[CH:26][C:21]([C:3]([CH2:4][CH3:5])([C:6]2[CH:11]=[CH:10][C:9](/[CH:12]=[CH:13]/[C:14]3([OH:19])[CH2:18][CH2:17][CH2:16][CH2:15]3)=[C:8]([CH3:20])[CH:7]=2)[CH2:1][CH3:2])=[CH:22][C:23]=1[CH3:28])[CH3:36]. The yield is 0.480.